Dataset: Catalyst prediction with 721,799 reactions and 888 catalyst types from USPTO. Task: Predict which catalyst facilitates the given reaction. Reactant: [CH3:1][CH:2]1[CH2:4][NH:3]1.[OH-].[Na+].Cl[C:8]([CH2:10][CH2:11][O:12][C:13](=[O:16])[CH:14]=[CH2:15])=[O:9]. Product: [CH3:1][CH:2]1[CH2:4][N:3]1[C:8](=[O:9])[CH2:10][CH2:11][O:12][C:13](=[O:16])[CH:14]=[CH2:15]. The catalyst class is: 232.